Regression. Given two drug SMILES strings and cell line genomic features, predict the synergy score measuring deviation from expected non-interaction effect. From a dataset of NCI-60 drug combinations with 297,098 pairs across 59 cell lines. (1) Drug 1: C1=CC(=CC=C1C#N)C(C2=CC=C(C=C2)C#N)N3C=NC=N3. Drug 2: COCCOC1=C(C=C2C(=C1)C(=NC=N2)NC3=CC=CC(=C3)C#C)OCCOC.Cl. Cell line: A498. Synergy scores: CSS=10.7, Synergy_ZIP=3.40, Synergy_Bliss=2.03, Synergy_Loewe=-4.40, Synergy_HSA=-0.967. (2) Drug 1: COC1=C(C=C2C(=C1)N=CN=C2NC3=CC(=C(C=C3)F)Cl)OCCCN4CCOCC4. Drug 2: CN(CCCl)CCCl.Cl. Cell line: CAKI-1. Synergy scores: CSS=47.2, Synergy_ZIP=-8.97, Synergy_Bliss=-10.7, Synergy_Loewe=-9.42, Synergy_HSA=-5.44. (3) Drug 1: CC(C1=C(C=CC(=C1Cl)F)Cl)OC2=C(N=CC(=C2)C3=CN(N=C3)C4CCNCC4)N. Drug 2: CN(C)C1=NC(=NC(=N1)N(C)C)N(C)C. Cell line: KM12. Synergy scores: CSS=31.4, Synergy_ZIP=-7.07, Synergy_Bliss=-9.77, Synergy_Loewe=-4.86, Synergy_HSA=-4.79. (4) Drug 1: C1CC(C1)(C(=O)O)C(=O)O.[NH2-].[NH2-].[Pt+2]. Synergy scores: CSS=6.70, Synergy_ZIP=-4.37, Synergy_Bliss=-0.640, Synergy_Loewe=-1.99, Synergy_HSA=-0.824. Drug 2: CCC1(C2=C(COC1=O)C(=O)N3CC4=CC5=C(C=CC(=C5CN(C)C)O)N=C4C3=C2)O.Cl. Cell line: EKVX. (5) Drug 1: C1CCC(C1)C(CC#N)N2C=C(C=N2)C3=C4C=CNC4=NC=N3. Drug 2: CCCCCOC(=O)NC1=NC(=O)N(C=C1F)C2C(C(C(O2)C)O)O. Synergy scores: CSS=0.629, Synergy_ZIP=1.63, Synergy_Bliss=3.21, Synergy_Loewe=-0.882, Synergy_HSA=-0.937. Cell line: OVCAR-5. (6) Drug 1: C1CCN(CC1)CCOC2=CC=C(C=C2)C(=O)C3=C(SC4=C3C=CC(=C4)O)C5=CC=C(C=C5)O. Drug 2: CC12CCC3C(C1CCC2O)C(CC4=C3C=CC(=C4)O)CCCCCCCCCS(=O)CCCC(C(F)(F)F)(F)F. Cell line: OVCAR-5. Synergy scores: CSS=0.00700, Synergy_ZIP=0.183, Synergy_Bliss=3.20, Synergy_Loewe=-0.940, Synergy_HSA=-0.0558. (7) Cell line: HCT-15. Drug 2: CN(C)N=NC1=C(NC=N1)C(=O)N. Synergy scores: CSS=5.16, Synergy_ZIP=2.33, Synergy_Bliss=6.96, Synergy_Loewe=3.88, Synergy_HSA=3.87. Drug 1: CCCS(=O)(=O)NC1=C(C(=C(C=C1)F)C(=O)C2=CNC3=C2C=C(C=N3)C4=CC=C(C=C4)Cl)F.